This data is from Peptide-MHC class I binding affinity with 185,985 pairs from IEDB/IMGT. The task is: Regression. Given a peptide amino acid sequence and an MHC pseudo amino acid sequence, predict their binding affinity value. This is MHC class I binding data. (1) The peptide sequence is RYSNFAWYF. The MHC is HLA-B39:01 with pseudo-sequence HLA-B39:01. The binding affinity (normalized) is 0.0847. (2) The peptide sequence is FFKDGMAEV. The MHC is HLA-B46:01 with pseudo-sequence HLA-B46:01. The binding affinity (normalized) is 0.446. (3) The peptide sequence is RAIEAQQHL. The MHC is HLA-B45:01 with pseudo-sequence HLA-B45:01. The binding affinity (normalized) is 0. (4) The peptide sequence is NLYNIRNL. The MHC is HLA-A02:01 with pseudo-sequence HLA-A02:01. The binding affinity (normalized) is 0.334. (5) The peptide sequence is CFISVNDRLV. The MHC is HLA-A24:02 with pseudo-sequence HLA-A24:02. The binding affinity (normalized) is 0.137. (6) The peptide sequence is GMHDGTVGK. The MHC is HLA-B39:01 with pseudo-sequence HLA-B39:01. The binding affinity (normalized) is 0.0847. (7) The peptide sequence is GRRTRREAI. The MHC is HLA-A02:01 with pseudo-sequence HLA-A02:01. The binding affinity (normalized) is 0.